This data is from Full USPTO retrosynthesis dataset with 1.9M reactions from patents (1976-2016). The task is: Predict the reactants needed to synthesize the given product. (1) Given the product [CH3:18][O:13][CH2:12]/[CH:11]=[C:9](\[CH3:10])/[CH2:8][CH2:7][CH:6]=[C:4]([CH3:3])[CH3:5], predict the reactants needed to synthesize it. The reactants are: [H-].[Na+].[CH3:3][C:4](=[CH:6][CH2:7][CH2:8]/[C:9](=[CH:11]/[CH2:12][OH:13])/[CH3:10])[CH3:5].S(OC)(O[CH3:18])(=O)=O. (2) Given the product [O:26]1[CH2:31][CH2:30][CH:29]([O:1][C:2]2[C:7]3[C:8]([O:11][CH2:12][CH:13]4[CH2:14][CH2:15][N:16]([C:19]([O:21][C:22]([CH3:25])([CH3:24])[CH3:23])=[O:20])[CH2:17][CH2:18]4)=[N:9][O:10][C:6]=3[CH:5]=[CH:4][CH:3]=2)[CH2:28][CH2:27]1, predict the reactants needed to synthesize it. The reactants are: [OH:1][C:2]1[C:7]2[C:8]([O:11][CH2:12][CH:13]3[CH2:18][CH2:17][N:16]([C:19]([O:21][C:22]([CH3:25])([CH3:24])[CH3:23])=[O:20])[CH2:15][CH2:14]3)=[N:9][O:10][C:6]=2[CH:5]=[CH:4][CH:3]=1.[O:26]1[CH2:31][CH2:30][CH:29](O)[CH2:28][CH2:27]1.OCCC1CCN(C(OC(C)(C)C)=O)CC1. (3) Given the product [CH2:1]([N:8]1[CH2:9][CH:10]=[C:11]([C:15]2[CH:20]=[CH:19][CH:18]=[CH:17][C:16]=2[C:21]([F:24])([F:22])[F:23])[CH2:12][CH2:13]1)[C:2]1[CH:3]=[CH:4][CH:5]=[CH:6][CH:7]=1, predict the reactants needed to synthesize it. The reactants are: [CH2:1]([N:8]1[CH2:13][CH2:12][C:11]([C:15]2[CH:20]=[CH:19][CH:18]=[CH:17][C:16]=2[C:21]([F:24])([F:23])[F:22])(O)[CH2:10][CH2:9]1)[C:2]1[CH:7]=[CH:6][CH:5]=[CH:4][CH:3]=1.C([O-])(O)=O.[Na+]. (4) Given the product [CH3:1][O:2][C:3](=[O:24])[CH:4]([C:11]1[CH:16]=[CH:15][C:14]([N:17]2[C:21]([CH3:22])=[N:20][N:19]=[N:18]2)=[C:13]([Cl:23])[CH:12]=1)[CH2:5][CH:6]1[CH2:7][CH2:8][CH2:9][CH2:10]1, predict the reactants needed to synthesize it. The reactants are: [CH3:1][O:2][C:3](=[O:24])/[C:4](/[C:11]1[CH:16]=[CH:15][C:14]([N:17]2[C:21]([CH3:22])=[N:20][N:19]=[N:18]2)=[C:13]([Cl:23])[CH:12]=1)=[CH:5]/[CH:6]1[CH2:10][CH2:9][CH2:8][CH2:7]1.[BH4-].[Na+]. (5) Given the product [F:8][C:9]1[CH:17]=[C:16]2[C:12]([C:13]([C:25](=[O:26])[CH:36]([NH:35][C:33]3[CH:34]=[C:29]([O:28][CH3:27])[CH:30]=[C:31]([CH2:43][OH:44])[CH:32]=3)[C:37]3[CH:38]=[N:39][CH:40]=[CH:41][CH:42]=3)=[CH:14][NH:15]2)=[CH:11][CH:10]=1, predict the reactants needed to synthesize it. The reactants are: C(N(CC)CC)C.[F:8][C:9]1[CH:17]=[C:16]2[C:12]([C:13]([CH:25]=[O:26])=[CH:14][N:15]2C(OC(C)(C)C)=O)=[CH:11][CH:10]=1.[CH3:27][O:28][C:29]1[CH:30]=[C:31]([CH2:43][OH:44])[CH:32]=[C:33]([N:35]=[CH:36][C:37]2[CH:38]=[N:39][CH:40]=[CH:41][CH:42]=2)[CH:34]=1. (6) The reactants are: [N:1]1[C:5]2[CH:6]=[CH:7][CH:8]=[CH:9][C:4]=2[NH:3][CH:2]=1.C(N(CC)C(C)C)(C)C.[CH3:19][Si:20]([CH3:27])([CH3:26])[CH2:21][CH2:22][O:23][CH2:24]Cl.CN([CH:31]=[O:32])C. Given the product [CH3:19][Si:20]([CH3:27])([CH3:26])[CH2:21][CH2:22][O:23][CH2:24][N:1]1[C:5]2[CH:6]=[CH:7][CH:8]=[CH:9][C:4]=2[N:3]=[C:2]1[CH:31]=[O:32], predict the reactants needed to synthesize it.